From a dataset of Forward reaction prediction with 1.9M reactions from USPTO patents (1976-2016). Predict the product of the given reaction. (1) Given the reactants ClC1C=CC=C(F)C=1C=O.ClC1C=CC=C(F)C=1C=C.[Cl:21][C:22]1[CH:27]=[CH:26][CH:25]=[C:24]([F:28])[C:23]=1[C@H:29]1[CH2:31][C@H:30]1[N:32]=[C:33]=[O:34].[NH2:35][C:36]1[CH:41]=[CH:40][C:39]([C:42]#[N:43])=[CH:38][N:37]=1, predict the reaction product. The product is: [Cl:21][C:22]1[CH:27]=[CH:26][CH:25]=[C:24]([F:28])[C:23]=1[C@H:29]1[CH2:31][C@H:30]1[NH:32][C:33]([NH:35][C:36]1[CH:41]=[CH:40][C:39]([C:42]#[N:43])=[CH:38][N:37]=1)=[O:34]. (2) Given the reactants [CH3:1][C:2]1[CH:6]=[C:5]([CH3:7])[NH:4][C:3]=1/[CH:8]=[C:9]1\[C:10](=[O:21])[N:11]([C:18](Cl)=[O:19])[C:12]2[C:17]\1=[CH:16][CH:15]=[CH:14][CH:13]=2.[N:22]1([CH2:27][CH:28]([OH:31])[CH2:29][OH:30])[CH2:26][CH2:25][CH2:24][CH2:23]1.N1C=CC=CC=1, predict the reaction product. The product is: [OH:31][CH:28]([CH2:27][N:22]1[CH2:26][CH2:25][CH2:24][CH2:23]1)[CH2:29][O:30][C:18]([N:11]1[C:12]2[C:17](=[CH:16][CH:15]=[CH:14][CH:13]=2)/[C:9](=[CH:8]/[C:3]2[NH:4][C:5]([CH3:7])=[CH:6][C:2]=2[CH3:1])/[C:10]1=[O:21])=[O:19]. (3) Given the reactants [OH:1][CH2:2][C@@H:3]([NH:24][CH2:25][C@H:26]([OH:35])[CH2:27][O:28][C:29]1[CH:34]=[CH:33][CH:32]=[CH:31][CH:30]=1)[CH2:4][C:5]1[CH:10]=[CH:9][C:8]([NH:11][C:12]([NH:14][C:15]2[CH:16]=[C:17]([CH:21]=[CH:22][CH:23]=2)[C:18]([O-:20])=[O:19])=[O:13])=[CH:7][CH:6]=1.[Na+].O1CCCC1.[OH-].[Na+].[C:44](O[C:44]([O:46][C:47]([CH3:50])([CH3:49])[CH3:48])=[O:45])([O:46][C:47]([CH3:50])([CH3:49])[CH3:48])=[O:45], predict the reaction product. The product is: [C:47]([O:46][C:44]([N:24]([C@H:3]([CH2:2][OH:1])[CH2:4][C:5]1[CH:10]=[CH:9][C:8]([NH:11][C:12]([NH:14][C:15]2[CH:16]=[C:17]([CH:21]=[CH:22][CH:23]=2)[C:18]([OH:20])=[O:19])=[O:13])=[CH:7][CH:6]=1)[CH2:25][C@H:26]([OH:35])[CH2:27][O:28][C:29]1[CH:30]=[CH:31][CH:32]=[CH:33][CH:34]=1)=[O:45])([CH3:50])([CH3:49])[CH3:48]. (4) Given the reactants [OH:1][C:2]1[CH:7]=[CH:6][C:5]([C:8](=[C:21]2[CH2:26][C:25]([CH3:28])([CH3:27])[CH2:24][C:23]([CH3:30])([CH3:29])[CH2:22]2)[C:9]2[CH:14]=[CH:13][C:12]([CH2:15][CH2:16][C:17]([O:19]C)=[O:18])=[CH:11][CH:10]=2)=[CH:4][CH:3]=1.[OH-].[Na+].Cl, predict the reaction product. The product is: [OH:1][C:2]1[CH:7]=[CH:6][C:5]([C:8](=[C:21]2[CH2:22][C:23]([CH3:30])([CH3:29])[CH2:24][C:25]([CH3:28])([CH3:27])[CH2:26]2)[C:9]2[CH:14]=[CH:13][C:12]([CH2:15][CH2:16][C:17]([OH:19])=[O:18])=[CH:11][CH:10]=2)=[CH:4][CH:3]=1. (5) The product is: [NH2:27][C:24]1[CH:25]=[CH:26][C:21]([NH:20][C:18]([NH:17][CH2:16][CH2:15][NH:14][C:12]([O:11][C:7]([CH3:10])([CH3:9])[CH3:8])=[O:13])=[O:19])=[CH:22][CH:23]=1. Given the reactants N1CCCCC1.[C:7]([O:11][C:12]([NH:14][CH2:15][CH2:16][NH:17][C:18]([NH:20][C:21]1[CH:26]=[CH:25][C:24]([NH:27]C(OCC2C3C=CC=CC=3C3C2=CC=CC=3)=O)=[CH:23][CH:22]=1)=[O:19])=[O:13])([CH3:10])([CH3:9])[CH3:8].O, predict the reaction product. (6) The product is: [F:16][C:17]([F:44])([O:29][C:30]1[CH:35]=[CH:34][C:33]([O:36][CH2:37][CH2:38][CH2:39][C:40]([F:42])([F:41])[F:43])=[CH:32][CH:31]=1)[C:18]1[CH:23]=[CH:22][C:21](/[CH:24]=[CH:25]/[C:26]([O:15][CH2:14][CH2:13][C:5]2[CH:6]=[CH:7][C:8]([N+:10]([O-:12])=[O:11])=[CH:9][C:4]=2[N+:1]([O-:3])=[O:2])=[O:27])=[CH:20][CH:19]=1. Given the reactants [N+:1]([C:4]1[CH:9]=[C:8]([N+:10]([O-:12])=[O:11])[CH:7]=[CH:6][C:5]=1[CH2:13][CH2:14][OH:15])([O-:3])=[O:2].[F:16][C:17]([F:44])([O:29][C:30]1[CH:35]=[CH:34][C:33]([O:36][CH2:37][CH2:38][CH2:39][C:40]([F:43])([F:42])[F:41])=[CH:32][CH:31]=1)[C:18]1[CH:23]=[CH:22][C:21](/[CH:24]=[CH:25]/[C:26](O)=[O:27])=[CH:20][CH:19]=1.Cl.CN(C)CCCN=C=NCC, predict the reaction product.